The task is: Regression. Given a peptide amino acid sequence and an MHC pseudo amino acid sequence, predict their binding affinity value. This is MHC class II binding data.. This data is from Peptide-MHC class II binding affinity with 134,281 pairs from IEDB. (1) The peptide sequence is SPEVIPMFSALSE. The MHC is DRB1_1001 with pseudo-sequence DRB1_1001. The binding affinity (normalized) is 0.827. (2) The peptide sequence is LTYQNKVVKVQRPTPKG. The MHC is DRB4_0101 with pseudo-sequence DRB4_0103. The binding affinity (normalized) is 0.765. (3) The MHC is DRB1_0405 with pseudo-sequence DRB1_0405. The binding affinity (normalized) is 0.515. The peptide sequence is QLKEYVWKTLKSGKV. (4) The peptide sequence is AELMILIATNLLGQN. The MHC is HLA-DQA10501-DQB10201 with pseudo-sequence HLA-DQA10501-DQB10201. The binding affinity (normalized) is 0.209. (5) The peptide sequence is AGYTPAAPAGAEPAGKATTE. The MHC is HLA-DQA10101-DQB10501 with pseudo-sequence HLA-DQA10101-DQB10501. The binding affinity (normalized) is 0. (6) The peptide sequence is TALTIAYLVGSNMTQ. The MHC is H-2-IAd with pseudo-sequence H-2-IAd. The binding affinity (normalized) is 0.573. (7) The peptide sequence is RGKMDVSGVQAPVGA. The MHC is DRB1_0101 with pseudo-sequence DRB1_0101. The binding affinity (normalized) is 0.167. (8) The binding affinity (normalized) is 0.932. The peptide sequence is EKLYFAATQFEPLAA. The MHC is HLA-DPA10103-DPB10601 with pseudo-sequence HLA-DPA10103-DPB10601.